From a dataset of CYP3A4 inhibition data for predicting drug metabolism from PubChem BioAssay. Regression/Classification. Given a drug SMILES string, predict its absorption, distribution, metabolism, or excretion properties. Task type varies by dataset: regression for continuous measurements (e.g., permeability, clearance, half-life) or binary classification for categorical outcomes (e.g., BBB penetration, CYP inhibition). Dataset: cyp3a4_veith. (1) The molecule is Cc1ccc2occ(/C=C/C(=O)c3ccccc3O)c(=O)c2c1. The result is 1 (inhibitor). (2) The drug is Cc1cc2c(cc1Cl)N(C(=O)Nc1ccnc3ccccc13)CC2. The result is 1 (inhibitor). (3) The molecule is Cn1cccc1C(=O)N1CCC[C@@]2(CCN(C(=O)Nc3cccc(F)c3)C2)C1. The result is 1 (inhibitor). (4) The molecule is CC1=C[N+](=O)c2ccccc2[N+]1=O. The result is 0 (non-inhibitor). (5) The drug is CC1(C)Oc2cc(N)c([N+](=O)[O-])cc2O1. The result is 0 (non-inhibitor). (6) The drug is Cc1cccc(NC2=NC(=S)N(c3ccc(C(=O)O)cc3)C23CCCCC3)c1. The result is 0 (non-inhibitor). (7) The drug is O=C(O)C[C@H](Nc1ccccc1)C(=O)O. The result is 0 (non-inhibitor). (8) The molecule is C[C@@H](CN(C)C)CN1c2ccccc2Sc2ccccc21.C[C@@H](CN(C)C)CN1c2ccccc2Sc2ccccc21.O=C(O)[C@@H](O)[C@@H](O)C(=O)O. The result is 0 (non-inhibitor).